From a dataset of Full USPTO retrosynthesis dataset with 1.9M reactions from patents (1976-2016). Predict the reactants needed to synthesize the given product. Given the product [CH3:37][O:36][C:34](=[O:35])[CH:33]=[C:10]1[CH2:11][CH:8]([NH:7][C:6]([O:5][C:1]([CH3:4])([CH3:3])[CH3:2])=[O:13])[CH2:9]1, predict the reactants needed to synthesize it. The reactants are: [C:1]([O:5][C:6](=[O:13])[NH:7][CH:8]1[CH2:11][C:10](=O)[CH2:9]1)([CH3:4])([CH3:3])[CH3:2].C1(P(=[CH:33][C:34]([O:36][CH3:37])=[O:35])(C2C=CC=CC=2)C2C=CC=CC=2)C=CC=CC=1.O.